From a dataset of Reaction yield outcomes from USPTO patents with 853,638 reactions. Predict the reaction yield, written as a fraction of the theoretical maximum amount of product (1.0 means a 100% yield; for example, 0.34 means a 34% yield). (1) The reactants are [C:1]1(=[O:6])[CH2:5][CH2:4][CH2:3][CH2:2]1.[C:7]([O-:10])(=[O:9])[CH3:8].[C:7]([O-:10])(=[O:9])[CH3:8].[C:7]([O-:10])(=[O:9])[CH3:8].[C:7]([O-:10])(=[O:9])[CH3:8].[Pb+4].Cl. The catalyst is C1CCCCC1. The product is [C:7]([O:10][CH:2]1[CH2:3][CH2:4][CH2:5][C:1]1=[O:6])(=[O:9])[CH3:8]. The yield is 0.0900. (2) The reactants are [Cl:1][C:2]1[C:7]2=[N:8][O:9][N:10]=[C:6]2[C:5]([N+:11]([O-])=O)=[CH:4][CH:3]=1. The catalyst is CC(O)=O.CCOC(C)=O.O.[Fe]. The product is [NH2:11][C:5]1[C:6]2[C:7](=[N:8][O:9][N:10]=2)[C:2]([Cl:1])=[CH:3][CH:4]=1. The yield is 0.940. (3) The reactants are [O:1]=[O+][O-].[CH3:4][Si:5]([C:8]#[C:9][C:10]1[CH:19]=[C:18]2[C:13]([CH:14]=[C:15](/[CH:21]=C/C(OCC)=O)[C:16](=[O:20])[O:17]2)=[CH:12][CH:11]=1)([CH3:7])[CH3:6].CSC. No catalyst specified. The product is [CH3:7][Si:5]([C:8]#[C:9][C:10]1[CH:19]=[C:18]2[C:13]([CH:14]=[C:15]([CH:21]=[O:1])[C:16](=[O:20])[O:17]2)=[CH:12][CH:11]=1)([CH3:4])[CH3:6]. The yield is 0.870. (4) The reactants are [CH2:1]([O:8][C:9]1[C:10]([F:32])=[C:11]([C:28]([F:31])=[CH:29][CH:30]=1)[CH2:12][C:13]1[C:21]2[C:16](=[N:17][CH:18]=[C:19]([C:22]3[CH:23]=[N:24][CH:25]=[CH:26][CH:27]=3)[CH:20]=2)[NH:15][CH:14]=1)[C:2]1[CH:7]=[CH:6][CH:5]=[CH:4][CH:3]=1.[H-].[Na+].[CH:35]([Si:38](Cl)([CH:42]([CH3:44])[CH3:43])[CH:39]([CH3:41])[CH3:40])([CH3:37])[CH3:36].O. The catalyst is O1CCCC1. The product is [CH2:1]([O:8][C:9]1[C:10]([F:32])=[C:11]([C:28]([F:31])=[CH:29][CH:30]=1)[CH2:12][C:13]1[C:21]2[C:16](=[N:17][CH:18]=[C:19]([C:22]3[CH:23]=[N:24][CH:25]=[CH:26][CH:27]=3)[CH:20]=2)[N:15]([Si:38]([CH:42]([CH3:44])[CH3:43])([CH:39]([CH3:41])[CH3:40])[CH:35]([CH3:37])[CH3:36])[CH:14]=1)[C:2]1[CH:7]=[CH:6][CH:5]=[CH:4][CH:3]=1. The yield is 0.890. (5) The reactants are [NH2:1][C:2]1[C:7]([CH:8]=O)=[CH:6][CH:5]=[CH:4][N:3]=1.[CH3:10][C:11]([CH3:13])=O.N1CCCCC1. The catalyst is C(O)C. The product is [CH3:13][C:11]1[CH:10]=[CH:8][C:7]2[C:2](=[N:3][CH:4]=[CH:5][CH:6]=2)[N:1]=1. The yield is 0.690. (6) The reactants are ClC1C=C(C=CC=1Cl)CN(C)C(=O)C=C1C(=O)OC(C)(C)O1.C=O.NCCC(N)=O.[Cl:31][C:32]1[CH:33]=[C:34]([CH:57]=[CH:58][C:59]=1[Cl:60])[CH2:35][N:36]([CH3:56])[C:37]([C:39]1[CH2:43][N:42]([CH2:44][CH2:45][C:46]([NH:48]CCC(O)=O)=[O:47])[C:41](=[O:54])[C:40]=1[OH:55])=[O:38]. No catalyst specified. The product is [Cl:31][C:32]1[CH:33]=[C:34]([CH:57]=[CH:58][C:59]=1[Cl:60])[CH2:35][N:36]([CH3:56])[C:37]([C:39]1[CH2:43][N:42]([CH2:44][CH2:45][C:46](=[O:47])[NH2:48])[C:41](=[O:54])[C:40]=1[OH:55])=[O:38]. The yield is 0.0700. (7) The reactants are Br[C:2]1[N:10]=[CH:9][C:8]2[NH:7][C:6]3[N:11]=[CH:12][C:13]([C:15]4[CH:20]=[CH:19][C:18]([CH2:21][N:22]5[CH2:27][CH2:26][CH2:25][CH2:24][CH2:23]5)=[CH:17][CH:16]=4)=[CH:14][C:5]=3[C:4]=2[CH:3]=1.CC1(C)C(C)(C)OB([C:36]2[CH:37]=[N:38][O:39][CH:40]=2)O1. The catalyst is C([O-])(=O)C.[K+].C(#N)C.C(Cl)Cl.CO. The product is [O:39]1[CH:40]=[C:36]([C:2]2[N:10]=[CH:9][C:8]3[NH:7][C:6]4[N:11]=[CH:12][C:13]([C:15]5[CH:20]=[CH:19][C:18]([CH2:21][N:22]6[CH2:23][CH2:24][CH2:25][CH2:26][CH2:27]6)=[CH:17][CH:16]=5)=[CH:14][C:5]=4[C:4]=3[CH:3]=2)[CH:37]=[N:38]1. The yield is 0.100. (8) The reactants are [Cl:1][C:2]1[CH:3]=[C:4]([CH:18]=[CH:19][C:20]=1[O:21][CH3:22])[CH2:5][O:6][C:7]1[C:12]([C:13]([OH:15])=O)=[CH:11][N:10]=[C:9]([S:16][CH3:17])[N:8]=1.[N:23]1[CH:28]=[CH:27][CH:26]=[CH:25][C:24]=1[CH2:29][NH2:30].C(N(CC)CC)C.CN(C(ON1N=NC2C=CC=NC1=2)=[N+](C)C)C.F[P-](F)(F)(F)(F)F. The catalyst is C1COCC1.O. The product is [Cl:1][C:2]1[CH:3]=[C:4]([CH:18]=[CH:19][C:20]=1[O:21][CH3:22])[CH2:5][O:6][C:7]1[C:12]([C:13]([NH:30][CH2:29][C:24]2[CH:25]=[CH:26][CH:27]=[CH:28][N:23]=2)=[O:15])=[CH:11][N:10]=[C:9]([S:16][CH3:17])[N:8]=1. The yield is 0.480.